This data is from Forward reaction prediction with 1.9M reactions from USPTO patents (1976-2016). The task is: Predict the product of the given reaction. (1) Given the reactants [CH2:1]([C:8]1[C:9]([CH3:15])=[C:10]([OH:14])[CH:11]=[CH:12][CH:13]=1)[C:2]1[CH:7]=[CH:6][CH:5]=[CH:4][CH:3]=1.[Mg+2].[Cl-].[Cl-].[CH2:19]=[O:20].Cl, predict the reaction product. The product is: [CH2:1]([C:8]1[CH:13]=[CH:12][C:11]([CH:19]=[O:20])=[C:10]([OH:14])[C:9]=1[CH3:15])[C:2]1[CH:3]=[CH:4][CH:5]=[CH:6][CH:7]=1. (2) Given the reactants [Cl:1]C(Cl)(Cl)CO[C:5](=[O:17])[NH:6][C:7]1[N:8]([CH3:16])[N:9]=[C:10]([C:12]([CH3:15])([CH3:14])[CH3:13])[CH:11]=1.[NH2:20][C@@H:21]1[C:30]2[C:25](=[CH:26][CH:27]=[CH:28][CH:29]=2)[C@H:24]([O:31][C:32]2[CH:33]=[CH:34][C:35]3[N:36]([C:38]([C@H:41]4[N:45]([CH3:46])[CH2:44][C@@H:43]([N:47]([CH3:49])[CH3:48])[CH2:42]4)=[N:39][N:40]=3)[CH:37]=2)[CH2:23][CH2:22]1.CCN(C(C)C)C(C)C.Cl, predict the reaction product. The product is: [ClH:1].[C:12]([C:10]1[CH:11]=[C:7]([NH:6][C:5]([NH:20][C@@H:21]2[C:30]3[C:25](=[CH:26][CH:27]=[CH:28][CH:29]=3)[C@H:24]([O:31][C:32]3[CH:33]=[CH:34][C:35]4[N:36]([C:38]([C@@H:41]5[CH2:42][C@H:43]([N:47]([CH3:49])[CH3:48])[CH2:44][N:45]5[CH3:46])=[N:39][N:40]=4)[CH:37]=3)[CH2:23][CH2:22]2)=[O:17])[N:8]([CH3:16])[N:9]=1)([CH3:13])([CH3:14])[CH3:15]. (3) Given the reactants C(=O)([O-])[O-].[Na+].[Na+].Br[C:8]1[C:9]([NH2:14])=[N:10][CH:11]=[CH:12][CH:13]=1.[C:15]1([C:21]2[S:25][C:24](B(O)O)=[CH:23][CH:22]=2)[CH:20]=[CH:19][CH:18]=[CH:17][CH:16]=1, predict the reaction product. The product is: [C:15]1([C:21]2[S:25][C:24]([C:8]3[C:9]([NH2:14])=[N:10][CH:11]=[CH:12][CH:13]=3)=[CH:23][CH:22]=2)[CH:20]=[CH:19][CH:18]=[CH:17][CH:16]=1.